Dataset: Catalyst prediction with 721,799 reactions and 888 catalyst types from USPTO. Task: Predict which catalyst facilitates the given reaction. (1) Reactant: [CH:1](=O)[C:2]1[CH:7]=[CH:6][CH:5]=[CH:4][CH:3]=1.C([NH:12][C@@:13]1([C:32](NC(C)(C)C)=[O:33])[CH2:17][C@@H:16]([CH2:18][NH2:19])[CH2:15][C@@H:14]1[CH2:20][CH2:21][CH2:22][B:23]1[O:27]C(C)(C)C(C)(C)[O:24]1)(=O)C.[BH4-].[Na+].C[OH:42]. Product: [NH2:12][C@@:13]1([C:32]([OH:33])=[O:42])[CH2:17][C@@H:16]([CH2:18][NH:19][CH2:1][C:2]2[CH:7]=[CH:6][CH:5]=[CH:4][CH:3]=2)[CH2:15][C@@H:14]1[CH2:20][CH2:21][CH2:22][B:23]([OH:24])[OH:27]. The catalyst class is: 86. (2) Reactant: [F:1][C:2]([F:7])([F:6])[C:3]([OH:5])=[O:4].[Cl:8][C:9]1[C:10]([O:32][C:33]2[CH:38]=[C:37]([C:39]([F:42])([F:41])[F:40])[C:36]([F:43])=[CH:35][C:34]=2[C:44]2[CH:49]=[CH:48][N:47]=[N:46][CH:45]=2)=[CH:11][C:12]([F:31])=[C:13]([S:15]([N:18]([C:26]2[N:27]=[CH:28][S:29][CH:30]=2)C(=O)OC(C)(C)C)(=[O:17])=[O:16])[CH:14]=1. Product: [F:1][C:2]([F:7])([F:6])[C:3]([OH:5])=[O:4].[F:1][C:2]([F:7])([F:6])[C:3]([OH:5])=[O:4].[Cl:8][C:9]1[C:10]([O:32][C:33]2[CH:38]=[C:37]([C:39]([F:40])([F:42])[F:41])[C:36]([F:43])=[CH:35][C:34]=2[C:44]2[CH:49]=[CH:48][N:47]=[N:46][CH:45]=2)=[CH:11][C:12]([F:31])=[C:13]([S:15]([NH:18][C:26]2[N:27]=[CH:28][S:29][CH:30]=2)(=[O:17])=[O:16])[CH:14]=1. The catalyst class is: 4. (3) Reactant: CC(OC(/N=N/C(OC(C)C)=O)=O)C.[Cl:15][C:16]1[C:17]([C:24]2[CH:25]=[N:26][C:27]([C:30]([F:33])([F:32])[F:31])=[N:28][CH:29]=2)=[CH:18][C:19]([CH2:22]O)=[N:20][CH:21]=1.[C:34]1(=[O:44])[C:42]2[C:37](=[CH:38][CH:39]=[CH:40][CH:41]=2)[C:36](=[O:43])[NH:35]1.C1C=CC(P(C2C=CC=CC=2)C2C=CC=CC=2)=CC=1. Product: [Cl:15][C:16]1[C:17]([C:24]2[CH:25]=[N:26][C:27]([C:30]([F:33])([F:32])[F:31])=[N:28][CH:29]=2)=[CH:18][C:19]([CH2:22][N:35]2[C:36](=[O:43])[C:37]3[C:42](=[CH:41][CH:40]=[CH:39][CH:38]=3)[C:34]2=[O:44])=[N:20][CH:21]=1. The catalyst class is: 54. (4) Reactant: [C:1]([O:5][C:6](=[O:45])[CH2:7][CH2:8][C@H:9]([NH:13][C:14]([C:16]1[S:24][C:23]2[C:18](=[N:19][CH:20]=[CH:21][C:22]=2[O:25][C:26]2[CH:31]=[CH:30][C:29]([NH:32][C:33]([NH:35][C:36]3[CH:41]=[C:40]([CH3:42])[CH:39]=[CH:38][C:37]=3[F:43])=[O:34])=[C:28]([F:44])[CH:27]=2)[CH:17]=1)=[O:15])[C:10](O)=[O:11])([CH3:4])([CH3:3])[CH3:2].CN(C(ON1N=NC2C=CC=NC1=2)=[N+](C)C)C.F[P-](F)(F)(F)(F)F.C(N(CC)C(C)C)(C)C.[CH2:79]([NH2:81])[CH3:80].Cl. Product: [CH2:79]([NH:81][C:10](=[O:11])[C@@H:9]([NH:13][C:14]([C:16]1[S:24][C:23]2[C:18](=[N:19][CH:20]=[CH:21][C:22]=2[O:25][C:26]2[CH:31]=[CH:30][C:29]([NH:32][C:33]([NH:35][C:36]3[CH:41]=[C:40]([CH3:42])[CH:39]=[CH:38][C:37]=3[F:43])=[O:34])=[C:28]([F:44])[CH:27]=2)[CH:17]=1)=[O:15])[CH2:8][CH2:7][C:6]([O:5][C:1]([CH3:4])([CH3:3])[CH3:2])=[O:45])[CH3:80]. The catalyst class is: 30.